From a dataset of Catalyst prediction with 721,799 reactions and 888 catalyst types from USPTO. Predict which catalyst facilitates the given reaction. (1) Reactant: [N:1]1([CH2:7][C:8]2[CH:13]=[CH:12][C:11]([CH2:14][N:15]3[CH2:20][CH2:19][N:18]([C:21]4[C:26]([C:27]([O:29][CH:30]([CH3:32])[CH3:31])=[O:28])=[CH:25][CH:24]=[CH:23][N:22]=4)[CH2:17][CH2:16]3)=[CH:10][CH:9]=2)[CH2:6][CH2:5][NH:4][CH2:3][CH2:2]1.[Cl:33][C:34]1[CH:41]=[CH:40][CH:39]=[C:38]([F:42])[C:35]=1[CH:36]=O.CC(O)=O.[BH-](OC(C)=O)(OC(C)=O)OC(C)=O.[Na+]. Product: [Cl:33][C:34]1[CH:41]=[CH:40][CH:39]=[C:38]([F:42])[C:35]=1[CH2:36][N:4]1[CH2:5][CH2:6][N:1]([CH2:7][C:8]2[CH:13]=[CH:12][C:11]([CH2:14][N:15]3[CH2:16][CH2:17][N:18]([C:21]4[C:26]([C:27]([O:29][CH:30]([CH3:32])[CH3:31])=[O:28])=[CH:25][CH:24]=[CH:23][N:22]=4)[CH2:19][CH2:20]3)=[CH:10][CH:9]=2)[CH2:2][CH2:3]1. The catalyst class is: 46. (2) The catalyst class is: 33. Reactant: [NH2:1][C:2]1[CH:12]=[CH:11][C:5](/[CH:6]=[CH:7]/[C:8]([OH:10])=[O:9])=[CH:4][CH:3]=1.Cl[C:14]1[C:15](=[O:27])[NH:16][C:17](=[O:26])[C:18]=1[C:19]1[CH:24]=[CH:23][C:22]([Cl:25])=[CH:21][CH:20]=1.CN1CCCC1=O. Product: [C:8](/[CH:7]=[CH:6]/[C:5]1[CH:4]=[CH:3][C:2]([NH:1][C:14]2[C:15](=[O:27])[NH:16][C:17](=[O:26])[C:18]=2[C:19]2[CH:24]=[CH:23][C:22]([Cl:25])=[CH:21][CH:20]=2)=[CH:12][CH:11]=1)([OH:10])=[O:9].